From a dataset of Forward reaction prediction with 1.9M reactions from USPTO patents (1976-2016). Predict the product of the given reaction. (1) Given the reactants C(N(CC)CC)C.Cl.[Cl:9][CH2:10][CH2:11][NH:12][CH2:13][CH2:14][Cl:15].[CH3:16][S:17](Cl)(=[O:19])=[O:18], predict the reaction product. The product is: [Cl:9][CH2:10][CH2:11][N:12]([CH2:13][CH2:14][Cl:15])[S:17]([CH3:16])(=[O:19])=[O:18]. (2) Given the reactants [CH2:1]([O:3][C:4](=[O:37])[CH:5]([CH3:36])[CH:6]([C:17]1[C:25]2[C:20](=[C:21]([CH2:26][S:27][CH3:28])[CH:22]=[CH:23][CH:24]=2)[N:19](C(OC(C)(C)C)=O)[CH:18]=1)[C:7]1[CH:12]=[CH:11][C:10]([C:13]([F:16])([F:15])[F:14])=[CH:9][CH:8]=1)[CH3:2].FC(F)(F)C(O)=O.O, predict the reaction product. The product is: [CH3:36][CH:5]([CH:6]([C:17]1[C:25]2[C:20](=[C:21]([CH2:26][S:27][CH3:28])[CH:22]=[CH:23][CH:24]=2)[NH:19][CH:18]=1)[C:7]1[CH:12]=[CH:11][C:10]([C:13]([F:15])([F:14])[F:16])=[CH:9][CH:8]=1)[C:4]([O:3][CH2:1][CH3:2])=[O:37]. (3) Given the reactants [Cl:1][C:2]1[C:10]2[N:9]=[C:8]3[N:11]([C:15]4[CH:20]=[CH:19][C:18]([Cl:21])=[CH:17][C:16]=4[Cl:22])[CH2:12][CH2:13][CH2:14][N:7]3[C:6]=2[C:5]([CH:23]([CH2:26][CH3:27])[CH:24]=[O:25])=[CH:4][CH:3]=1.[CH3:28][Mg]Br, predict the reaction product. The product is: [Cl:1][C:2]1[C:10]2[N:9]=[C:8]3[N:11]([C:15]4[CH:20]=[CH:19][C:18]([Cl:21])=[CH:17][C:16]=4[Cl:22])[CH2:12][CH2:13][CH2:14][N:7]3[C:6]=2[C:5]([CH:23]([CH2:26][CH3:27])[CH:24]([OH:25])[CH3:28])=[CH:4][CH:3]=1.